This data is from Peptide-MHC class II binding affinity with 134,281 pairs from IEDB. The task is: Regression. Given a peptide amino acid sequence and an MHC pseudo amino acid sequence, predict their binding affinity value. This is MHC class II binding data. (1) The peptide sequence is IFSGNMNIKLKMPMY. The MHC is DRB1_1101 with pseudo-sequence DRB1_1101. The binding affinity (normalized) is 0.338. (2) The peptide sequence is VMRYTIDKEFEKICR. The MHC is DRB1_0101 with pseudo-sequence DRB1_0101. The binding affinity (normalized) is 0.210. (3) The peptide sequence is AFKVAATAANAAPRN. The MHC is HLA-DPA10103-DPB10301 with pseudo-sequence HLA-DPA10103-DPB10301. The binding affinity (normalized) is 0.748. (4) The peptide sequence is LMIMKSNQKNMFLKV. The MHC is DRB1_0401 with pseudo-sequence DRB1_0401. The binding affinity (normalized) is 0.702. (5) The peptide sequence is ARILRQLATPISVII. The MHC is DRB1_0401 with pseudo-sequence DRB1_0401. The binding affinity (normalized) is 0.150. (6) The peptide sequence is GSHYKITGTATGVDM. The MHC is DRB1_1101 with pseudo-sequence DRB1_1101. The binding affinity (normalized) is 0.0787. (7) The binding affinity (normalized) is 0.538. The MHC is DRB1_0901 with pseudo-sequence DRB1_0901. The peptide sequence is RLTQSHPILNMIDTK. (8) The peptide sequence is NKAGVRIYVDIVLNH. The MHC is DRB1_1302 with pseudo-sequence DRB1_1302. The binding affinity (normalized) is 0.497. (9) The peptide sequence is KRVPMALQHFGWEVM. The MHC is DRB1_0404 with pseudo-sequence DRB1_0404. The binding affinity (normalized) is 0.580. (10) The binding affinity (normalized) is 0.495. The MHC is DRB1_1001 with pseudo-sequence DRB1_1001. The peptide sequence is MAVHQYTVALFLAVA.